Regression. Given a peptide amino acid sequence and an MHC pseudo amino acid sequence, predict their binding affinity value. This is MHC class I binding data. From a dataset of Peptide-MHC class I binding affinity with 185,985 pairs from IEDB/IMGT. (1) The peptide sequence is FRYCAPPGYA. The MHC is Mamu-B08 with pseudo-sequence Mamu-B08. The binding affinity (normalized) is 0.424. (2) The peptide sequence is FGPQNGQFI. The MHC is H-2-Db with pseudo-sequence H-2-Db. The binding affinity (normalized) is 0.802. (3) The MHC is HLA-A29:02 with pseudo-sequence HLA-A29:02. The peptide sequence is NVMDPMHGA. The binding affinity (normalized) is 0.0847. (4) The peptide sequence is SQRVEFLEY. The MHC is HLA-B51:01 with pseudo-sequence HLA-B51:01. The binding affinity (normalized) is 0.0847.